From a dataset of Experimentally validated miRNA-target interactions with 360,000+ pairs, plus equal number of negative samples. Binary Classification. Given a miRNA mature sequence and a target amino acid sequence, predict their likelihood of interaction. (1) Result: 0 (no interaction). The protein sequence of the target gene is MAQWEMLQNLDSPFQDQLHQLYSHSLLPVDIRQYLAVWIEDQNWQEAALGSDDSKATMLFFHFLDQLNYECGRCSQDPESLLLQHNLRKFCRDIQPFSQDPTQLAEMIFNLLLEEKRILIQAQRAQLEQGEPVLETPVESQQHEIESRILDLRAMMEKLVKSISQLKDQQDVFCFRYKIQAKGKTPSLDPHQTKEQKILQETLNELDKRRKEVLDASKALLGRLTTLIELLLPKLEEWKAQQQKACIRAPIDHGLEQLETWFTAGAKLLFHLRQLLKELKGLSCLVSYQDDPLTKGVDLR.... The miRNA is mmu-miR-1b-3p with sequence UGGGUACAUAAAGAAGUAUGUGC. (2) The protein sequence of the target gene is MTKVPPAFDFSFLNDEEARKILQVLERNEELQRAEKDRISKLQKTKRDIRWLQGVTGEWFEEIQRKKFCNETDVSQMLKQPLTYRLSKEMAKNDPIELPTSRSKNVTNQKKPTPFSSRMSFRSSFASLFSFRKSGKETSKLPSLGQKGCDGHAGPPMPVRGAAVQAKIYNSPLENHLVDSTFVPKPAVMREESGMPPPWDASLLENEFFQVLDDLDSKLAQEQSASSVNTRTPLNYGSRTQFGHFYSSGNRHGNITERHKKHYNETSNMSIYDILRPGTPREGFKTFSPRTSTIYDMYRT.... Result: 0 (no interaction). The miRNA is hsa-miR-335-5p with sequence UCAAGAGCAAUAACGAAAAAUGU. (3) The miRNA is hsa-miR-6789-3p with sequence CGGCGCCCGUGUCUCCUCCAG. The protein sequence of the target gene is MALSRVCWARSAVWGSAVTPGHFVTRRLQLGRSGLAWGAPRSSKLHLSPKADVKNLMSYVVTKTKAINGKYHRFLGRHFPRFYVLYTIFMKGLQMLWADAKKARRIKTNMWKHNIKFHQLPYREMEHLRQFRQDVTKCLFLGIISIPPFANYLVFLLMYLFPRQLLIRHFWTPKQQTDFLDIYHAFRKQSHPEIISYLEKVIPLISDAGLRWRLTDLCTKIQRGTHPAIHDILALRECFSNHPLGMNQLQALHVKALSRAMLLTSYLPPPLLRHRLKTHTTVIHQLDKALAKLGIGQLTA.... Result: 1 (interaction). (4) The miRNA is mmu-miR-1306-5p with sequence CACCACCUCCCCUGCAAACGUCC. The protein sequence of the target gene is MATFISVQLKKTSEVDLAKPLVKFIQQTYPSGGEEQAQYCRAAEELSKLRRAAVGRPLDKHEGALETLLRYYDQICSIEPKFPFSENQICLTFTWKDAFDKGSLFGGSVKLALASLGYEKSCVLFNCAALASQIAAEQNLDNDEGLKIAAKHYQFASGAFLHIKETVLSALSREPTVDISPDTVGTLSLIMLAQAQEVFFLKATRDKMKDAIIAKLANQAADYFGDAFKQCQYKDTLPKEVFPVLAAKHCIMQANAEYHQSILAKQQKKFGEEIARLQHAAELIKTVASRYDEYVNVKDF.... Result: 0 (no interaction). (5) The miRNA is hsa-miR-7154-5p with sequence UUCAUGAACUGGGUCUAGCUUGG. The protein sequence of the target gene is MDKLKCPSFFKCREKEKVSASSENFHVGENDENQDRGNWSKKSDYLLSMIGYAVGLGNVWRFPYLTYSNGGGAFLIPYAIMLALAGLPLFFLECSLGQFASLGPVSVWRILPLFQGVGITMVLISIFVTIYYNVIIAYSLYYMFASFQSELPWKNCSSWSDKNCSRSPIVTHCNVSTVNKGIQEIIQMNKSWVDINNFTCINGSEIYQPGQLPSEQYWNKVALQRSSGMNETGVIVWYLALCLLLAWLIVGAALFKGIKSSGKVVYFTALFPYVVLLILLVRGATLEGASKGISYYIGAQ.... Result: 0 (no interaction).